From a dataset of Forward reaction prediction with 1.9M reactions from USPTO patents (1976-2016). Predict the product of the given reaction. (1) Given the reactants [CH:1]([C:3]1[CH:8]=[CH:7][C:6]([C:9]2[N:17]=[CH:16][N:15]=[C:14]3[C:10]=2[NH:11][CH:12]=[N:13]3)=[CH:5][CH:4]=1)=O.[C:18]([CH2:20][C:21]([NH2:23])=[O:22])#[N:19].C1C=CC(P(C2C=CC=CC=2)C2C=CC=CC=2)=CC=1, predict the reaction product. The product is: [N:17]1[C:9]([C:6]2[CH:7]=[CH:8][C:3]([CH:1]=[C:20]([C:18]#[N:19])[C:21]([NH2:23])=[O:22])=[CH:4][CH:5]=2)=[C:10]2[C:14]([NH:13][CH:12]=[N:11]2)=[N:15][CH:16]=1. (2) Given the reactants CN(C(ON1N=NC2C=CC=CC1=2)=[N+](C)C)C.[B-](F)(F)(F)F.CCN(C(C)C)C(C)C.[C:32]([C:34]1[C:35]([N:46]2[CH2:51][CH2:50][CH:49]([C:52](O)=[O:53])[CH2:48][CH2:47]2)=[N:36][C:37]([CH3:45])=[C:38]([C:40]([O:42][CH2:43][CH3:44])=[O:41])[CH:39]=1)#[N:33].[CH3:55][C:56]1[CH:61]=[CH:60][C:59]([CH2:62][S:63]([NH2:66])(=[O:65])=[O:64])=[CH:58][CH:57]=1, predict the reaction product. The product is: [C:32]([C:34]1[C:35]([N:46]2[CH2:51][CH2:50][CH:49]([C:52]([NH:66][S:63]([CH2:62][C:59]3[CH:60]=[CH:61][C:56]([CH3:55])=[CH:57][CH:58]=3)(=[O:64])=[O:65])=[O:53])[CH2:48][CH2:47]2)=[N:36][C:37]([CH3:45])=[C:38]([CH:39]=1)[C:40]([O:42][CH2:43][CH3:44])=[O:41])#[N:33]. (3) Given the reactants [Br:1][C:2]1[CH:3]=[CH:4][CH:5]=[C:6]2[C:11]=1[NH:10][C:9](=O)[CH:8]=[N:7]2.O=P(Cl)(Cl)[Cl:15], predict the reaction product. The product is: [Br:1][C:2]1[CH:3]=[CH:4][CH:5]=[C:6]2[C:11]=1[N:10]=[C:9]([Cl:15])[CH:8]=[N:7]2.